From a dataset of Reaction yield outcomes from USPTO patents with 853,638 reactions. Predict the reaction yield, written as a fraction of the theoretical maximum amount of product (1.0 means a 100% yield; for example, 0.34 means a 34% yield). The reactants are BrC1C=C(C=C(C(C2C=CC=C(OC(F)F)C=2)(C)C)C=1)N.[Br:22][C:23]1[CH:24]=[C:25]([S:32]([N:35]2[CH2:44][CH2:43][C:42]3[C:37](=[CH:38][C:39]([F:45])=[CH:40][CH:41]=3)[CH2:36]2)(=[O:34])=[O:33])[CH:26]=[C:27]([N+:29]([O-])=O)[CH:28]=1. No catalyst specified. The product is [Br:22][C:23]1[CH:28]=[C:27]([CH:26]=[C:25]([S:32]([N:35]2[CH2:44][CH2:43][C:42]3[C:37](=[CH:38][C:39]([F:45])=[CH:40][CH:41]=3)[CH2:36]2)(=[O:33])=[O:34])[CH:24]=1)[NH2:29]. The yield is 0.870.